This data is from Reaction yield outcomes from USPTO patents with 853,638 reactions. The task is: Predict the reaction yield, written as a fraction of the theoretical maximum amount of product (1.0 means a 100% yield; for example, 0.34 means a 34% yield). (1) The reactants are [NH2:1][C:2]1[CH:7]=[C:6]([O:8][C:9]2[CH:14]=[CH:13][C:12]([NH:15][C:16]([NH:18][C:19](=[O:27])[CH2:20][C:21]3[CH:26]=[CH:25][CH:24]=[CH:23][CH:22]=3)=[S:17])=[CH:11][C:10]=2[F:28])[CH:5]=[CH:4][N:3]=1.CN1CC[O:33][CH2:32]C1.ClC(OC1C=CC=CC=1)=O.O.Cl.[O:48]=[C:49]1[CH2:54][CH2:53][NH:52][CH2:51][CH2:50]1. The catalyst is O1CCCC1.CN(C)C=O. The product is [F:28][C:10]1[CH:11]=[C:12]([NH:15][C:16]([NH:18][C:19](=[O:27])[CH2:20][C:21]2[CH:22]=[CH:23][CH:24]=[CH:25][CH:26]=2)=[S:17])[CH:13]=[CH:14][C:9]=1[O:8][C:6]1[CH:5]=[CH:4][N:3]=[C:2]([NH:1][C:32]([N:52]2[CH2:53][CH2:54][C:49](=[O:48])[CH2:50][CH2:51]2)=[O:33])[CH:7]=1. The yield is 0.630. (2) The reactants are [Cl:1][C:2]1[N:7]=[C:6]([O:8][C:9]2[CH:10]=[C:11]([CH:14]=[C:15]([CH3:17])[CH:16]=2)[CH:12]=[O:13])[C:5]([CH:18]([CH3:20])[CH3:19])=[C:4]([Cl:21])[N:3]=1.[CH2:22](O)[CH2:23][OH:24].C1(C)C=CC(S(O)(=O)=O)=CC=1. The catalyst is C1(C)C=CC=CC=1.CC(=O)OCC. The product is [Cl:1][C:2]1[N:3]=[C:4]([Cl:21])[C:5]([CH:18]([CH3:19])[CH3:20])=[C:6]([O:8][C:9]2[CH:16]=[C:15]([CH3:17])[CH:14]=[C:11]([CH:12]3[O:24][CH2:23][CH2:22][O:13]3)[CH:10]=2)[N:7]=1. The yield is 0.920. (3) The reactants are [CH3:1][O:2][C:3](=[O:15])[CH2:4][CH2:5][C:6]1[CH:11]=[CH:10][C:9]([CH2:12][OH:13])=[CH:8][C:7]=1[CH3:14]. The catalyst is C(Cl)(Cl)Cl.O=[Mn]=O. The product is [CH3:1][O:2][C:3](=[O:15])[CH2:4][CH2:5][C:6]1[CH:11]=[CH:10][C:9]([CH:12]=[O:13])=[CH:8][C:7]=1[CH3:14]. The yield is 0.600.